Regression. Given two drug SMILES strings and cell line genomic features, predict the synergy score measuring deviation from expected non-interaction effect. From a dataset of NCI-60 drug combinations with 297,098 pairs across 59 cell lines. (1) Drug 1: C1=NC2=C(N=C(N=C2N1C3C(C(C(O3)CO)O)F)Cl)N. Drug 2: C1CN(CCN1C(=O)CCBr)C(=O)CCBr. Cell line: OVCAR3. Synergy scores: CSS=5.94, Synergy_ZIP=4.25, Synergy_Bliss=11.3, Synergy_Loewe=-2.25, Synergy_HSA=0.307. (2) Drug 1: C1=NC2=C(N1)C(=S)N=C(N2)N. Drug 2: C1=NC2=C(N=C(N=C2N1C3C(C(C(O3)CO)O)O)F)N. Cell line: HCT-15. Synergy scores: CSS=34.0, Synergy_ZIP=-1.34, Synergy_Bliss=-1.87, Synergy_Loewe=-23.3, Synergy_HSA=-2.95.